Dataset: Reaction yield outcomes from USPTO patents with 853,638 reactions. Task: Predict the reaction yield, written as a fraction of the theoretical maximum amount of product (1.0 means a 100% yield; for example, 0.34 means a 34% yield). (1) The reactants are [Br:1][C:2]1[N:7]=[CH:6][C:5]([C:8](=O)[CH:9]=[C:10]([C:15]2[CH:20]=[C:19]([Cl:21])[CH:18]=[C:17]([Cl:22])[CH:16]=2)[C:11]([F:14])([F:13])[F:12])=[CH:4][CH:3]=1.[OH-:24].[Na+].Cl.[NH2:27]O.Cl. The catalyst is C1(C)C=CC=CC=1.O.CN1CCCC1=O. The product is [Br:1][C:2]1[N:7]=[CH:6][C:5]([C:8]2[CH2:9][C:10]([C:15]3[CH:20]=[C:19]([Cl:21])[CH:18]=[C:17]([Cl:22])[CH:16]=3)([C:11]([F:14])([F:13])[F:12])[O:24][N:27]=2)=[CH:4][CH:3]=1. The yield is 0.868. (2) The reactants are [CH3:1][O:2][C:3](=[O:12])[C:4]1[CH:9]=[C:8]([Br:10])[CH:7]=[CH:6][C:5]=1[OH:11].[CH3:13][N:14]([CH3:18])[C:15](Cl)=[S:16].C1N2CCN(CC2)C1.Cl. The catalyst is CN(C=O)C.O. The product is [CH3:1][O:2][C:3](=[O:12])[C:4]1[CH:9]=[C:8]([Br:10])[CH:7]=[CH:6][C:5]=1[O:11][C:15](=[S:16])[N:14]([CH3:18])[CH3:13]. The yield is 0.910. (3) The reactants are F[C:2]1[CH:7]=[C:6]([I:8])[CH:5]=[CH:4][N:3]=1.[C-:9]#[N:10].[Na+]. The catalyst is CS(C)=O.C(OCC)(=O)C. The product is [C:9]([C:2]1[CH:7]=[C:6]([I:8])[CH:5]=[CH:4][N:3]=1)#[N:10]. The yield is 0.0500. (4) The yield is 0.800. The reactants are [Cl:1][C:2]1[C:7]([CH2:8][CH2:9][OH:10])=[C:6]([Cl:11])[N:5]=[CH:4][N:3]=1.[CH3:12][S:13](Cl)(=[O:15])=[O:14].C(N(CC)CC)C. The catalyst is C(Cl)Cl.CN(C1C=CN=CC=1)C. The product is [Cl:11][C:6]1[C:7]([CH2:8][CH2:9][O:10][S:13]([CH3:12])(=[O:15])=[O:14])=[C:2]([Cl:1])[N:3]=[CH:4][N:5]=1.